This data is from Full USPTO retrosynthesis dataset with 1.9M reactions from patents (1976-2016). The task is: Predict the reactants needed to synthesize the given product. (1) Given the product [Cl:1][C:2]1[CH:3]=[C:4]([O:8][CH2:9][C:10]2[CH:18]=[CH:17][C:13]([C:14]([NH:23][S:20]([CH3:19])(=[O:22])=[O:21])=[O:15])=[CH:12][CH:11]=2)[CH:5]=[N:6][CH:7]=1, predict the reactants needed to synthesize it. The reactants are: [Cl:1][C:2]1[CH:3]=[C:4]([O:8][CH2:9][C:10]2[CH:18]=[CH:17][C:13]([C:14](O)=[O:15])=[CH:12][CH:11]=2)[CH:5]=[N:6][CH:7]=1.[CH3:19][S:20]([NH2:23])(=[O:22])=[O:21].C1CCN2C(=NCCC2)CC1. (2) Given the product [NH:16]1[CH:17]=[C:13]([CH2:12][CH:9]2[C:10]3[C:6](=[CH:5][CH:4]=[C:3]([OH:2])[CH:11]=3)[CH2:7][CH:8]2[C:18]2[CH:23]=[CH:22][CH:21]=[CH:20][CH:19]=2)[N:14]=[CH:15]1, predict the reactants needed to synthesize it. The reactants are: C[O:2][C:3]1[CH:11]=[C:10]2[C:6]([CH2:7][CH:8]([C:18]3[CH:23]=[CH:22][CH:21]=[CH:20][CH:19]=3)[CH:9]2[CH2:12][C:13]2[N:14]=[CH:15][NH:16][CH:17]=2)=[CH:5][CH:4]=1.Br. (3) Given the product [C:17]([O:21][C:22]([C:23]1[C:24]([O:28][CH2:29][C:30]2[CH:35]=[CH:34][CH:33]=[CH:32][CH:31]=2)=[C:25]([OH:26])[N:16]=[C:14]([CH2:13][C:8]2([C:2]3[CH:7]=[CH:6][CH:5]=[CH:4][CH:3]=3)[CH2:12][CH2:11][CH2:10][CH2:9]2)[N:15]=1)=[O:37])([CH3:20])([CH3:18])[CH3:19], predict the reactants needed to synthesize it. The reactants are: Cl.[C:2]1([C:8]2([CH2:13][C:14]([NH2:16])=[NH:15])[CH2:12][CH2:11][CH2:10][CH2:9]2)[CH:7]=[CH:6][CH:5]=[CH:4][CH:3]=1.[C:17]([O:21][C:22](=[O:37])/[C:23](/O)=[C:24](\[O:28][CH2:29][C:30]1[CH:35]=[CH:34][CH:33]=[CH:32][CH:31]=1)/[C:25](O)=[O:26])([CH3:20])([CH3:19])[CH3:18].C[O-].[Na+]. (4) The reactants are: N[C:2]1[C:7]2[N:8]([CH2:12][CH2:13][CH2:14][C:15]([O:17][CH2:18][CH3:19])=[O:16])[C:9](=[O:11])[NH:10][C:6]=2[CH:5]=[CH:4][CH:3]=1.N([O-])=O.[Na+].C(=O)([O-])O.[Na+].C(=O)([O-])[O-].[K+].[K+].[BrH:35]. Given the product [Br:35][C:2]1[C:7]2[N:8]([CH2:12][CH2:13][CH2:14][C:15]([O:17][CH2:18][CH3:19])=[O:16])[C:9](=[O:11])[NH:10][C:6]=2[CH:5]=[CH:4][CH:3]=1, predict the reactants needed to synthesize it. (5) Given the product [OH:23][C@@H:22]1[CH2:21][N:20]([S:17]([C:14]2[CH:15]=[CH:16][C:11]([CH3:10])=[CH:12][CH:13]=2)(=[O:19])=[O:18])[CH2:25][C@H:24]1[O:1][C:2]1[CH:9]=[CH:8][C:5]([CH:6]=[O:7])=[CH:4][CH:3]=1, predict the reactants needed to synthesize it. The reactants are: [OH:1][C:2]1[CH:9]=[CH:8][C:5]([CH:6]=[O:7])=[CH:4][CH:3]=1.[CH3:10][C:11]1[CH:16]=[CH:15][C:14]([S:17]([N:20]2[CH2:25][CH:24]3[CH:22]([O:23]3)[CH2:21]2)(=[O:19])=[O:18])=[CH:13][CH:12]=1.CC(C)([O-])C.[K+].O. (6) Given the product [CH:1]1([CH2:6][CH:7]([C:11]2[CH:12]=[CH:13][C:14]([N:17]3[CH2:22][CH2:21][O:20][CH2:19][CH2:18]3)=[CH:15][CH:16]=2)[C:8]([NH:56][C:57]2[S:58][CH:59]=[CH:60][N:61]=2)=[O:10])[CH2:5][CH2:4][CH2:3][CH2:2]1, predict the reactants needed to synthesize it. The reactants are: [CH:1]1([CH2:6][CH:7]([C:11]2[CH:16]=[CH:15][C:14]([N:17]3[CH2:22][CH2:21][O:20][CH2:19][CH2:18]3)=[CH:13][CH:12]=2)[C:8]([OH:10])=O)[CH2:5][CH2:4][CH2:3][CH2:2]1.C(N(CC)C(C)C)(C)C.F[P-](F)(F)(F)(F)F.N1(OC(N(C)C)=[N+](C)C)C2C=CC=CC=2N=N1.[NH2:56][C:57]1[S:58][CH:59]=[CH:60][N:61]=1. (7) Given the product [CH3:21][O:20][C:14]1[CH:13]=[C:12]([C:7]2[CH:8]=[C:9]3[N:4]([C:5](=[O:22])[CH:6]=2)[CH:3]=[C:2]([C:31]2[CH2:36][CH2:35][N:34]([C:37]([O:39][C:40]([CH3:43])([CH3:42])[CH3:41])=[O:38])[CH2:33][CH:32]=2)[CH:11]=[CH:10]3)[CH:17]=[CH:16][C:15]=1[O:18][CH3:19], predict the reactants needed to synthesize it. The reactants are: Br[C:2]1[CH:11]=[CH:10][C:9]2[N:4]([C:5](=[O:22])[CH:6]=[C:7]([C:12]3[CH:17]=[CH:16][C:15]([O:18][CH3:19])=[C:14]([O:20][CH3:21])[CH:13]=3)[CH:8]=2)[CH:3]=1.CC1(C)C(C)(C)OB([C:31]2[CH2:36][CH2:35][N:34]([C:37]([O:39][C:40]([CH3:43])([CH3:42])[CH3:41])=[O:38])[CH2:33][CH:32]=2)O1.C([O-])([O-])=O.[K+].[K+].O. (8) Given the product [C:14]([O:13][C:12]([NH:11][C:3]1[S:4][C:5]2[C:6](=[N:7][CH:8]=[CH:9][CH:10]=2)[C:2]=1[C:30]([OH:32])=[O:31])=[O:18])([CH3:17])([CH3:16])[CH3:15], predict the reactants needed to synthesize it. The reactants are: Br[C:2]1[C:6]2=[N:7][CH:8]=[CH:9][CH:10]=[C:5]2[S:4][C:3]=1[NH:11][C:12](=[O:18])[O:13][C:14]([CH3:17])([CH3:16])[CH3:15].[Li]CCCC.CCCCCC.[C:30](=[O:32])=[O:31].Cl. (9) Given the product [CH:22]1([CH2:21][N:20]2[C:16]([C:6]3[CH:7]=[C:8]4[C:13]5([CH2:15][CH2:14]5)[CH2:12][CH2:11][O:10][C:9]4=[C:4]([C:1]([OH:3])([CH3:33])[CH3:2])[CH:5]=3)=[CH:17][C:18]([S:29]([NH2:32])(=[O:30])=[O:31])=[C:19]2[CH3:28])[CH2:27][CH2:26][CH2:25][CH2:24][CH2:23]1, predict the reactants needed to synthesize it. The reactants are: [C:1]([C:4]1[CH:5]=[C:6]([C:16]2[N:20]([CH2:21][CH:22]3[CH2:27][CH2:26][CH2:25][CH2:24][CH2:23]3)[C:19]([CH3:28])=[C:18]([S:29]([NH2:32])(=[O:31])=[O:30])[CH:17]=2)[CH:7]=[C:8]2[C:13]3([CH2:15][CH2:14]3)[CH2:12][CH2:11][O:10][C:9]=12)(=[O:3])[CH3:2].[CH3:33][Mg+].[Br-].